From a dataset of Forward reaction prediction with 1.9M reactions from USPTO patents (1976-2016). Predict the product of the given reaction. (1) The product is: [Cl:24][C:25]1[C:26]([O:36][CH3:37])=[CH:27][C:28]([O:34][CH3:35])=[C:29]([NH:31][C:32]([N:21]2[CH2:22][CH2:23][N:18]([C:4]3[C:3]([C:1]#[N:2])=[CH:13][C:7]([C:8]([O:10][CH2:11][CH3:12])=[O:9])=[C:6]([C:14]([F:15])([F:17])[F:16])[N:5]=3)[CH2:19][CH2:20]2)=[O:33])[CH:30]=1. Given the reactants [C:1]([C:3]1[C:4]([N:18]2[CH2:23][CH2:22][NH:21][CH2:20][CH2:19]2)=[N:5][C:6]([C:14]([F:17])([F:16])[F:15])=[C:7]([CH:13]=1)[C:8]([O:10][CH2:11][CH3:12])=[O:9])#[N:2].[Cl:24][C:25]1[CH:30]=[C:29]([N:31]=[C:32]=[O:33])[C:28]([O:34][CH3:35])=[CH:27][C:26]=1[O:36][CH3:37], predict the reaction product. (2) Given the reactants [CH:1]1[C:13]2[CH:12]([CH2:14][O:15][C:16]([NH:18][C:19]3[CH:20]=[C:21]([C:25]4[CH:30]=[CH:29][C:28]([C:31](O)=[O:32])=[CH:27][CH:26]=4)[CH:22]=[CH:23][CH:24]=3)=[O:17])[C:11]3[C:6](=[CH:7][CH:8]=[CH:9][CH:10]=3)[C:5]=2[CH:4]=[CH:3][CH:2]=1.[C:34]([O:38][C:39](=[O:48])[C@@H:40]([NH2:47])[CH2:41][O:42][C:43]([CH3:46])([CH3:45])[CH3:44])([CH3:37])([CH3:36])[CH3:35].CCN(C(C)C)C(C)C.C1C=CC2N(O)N=NC=2C=1.CCN=C=NCCCN(C)C.Cl, predict the reaction product. The product is: [C:34]([O:38][C:39](=[O:48])[C@@H:40]([NH:47][C:31]([C:28]1[CH:27]=[CH:26][C:25]([C:21]2[CH:22]=[CH:23][CH:24]=[C:19]([NH:18][C:16]([O:15][CH2:14][CH:12]3[C:11]4[CH:10]=[CH:9][CH:8]=[CH:7][C:6]=4[C:5]4[C:13]3=[CH:1][CH:2]=[CH:3][CH:4]=4)=[O:17])[CH:20]=2)=[CH:30][CH:29]=1)=[O:32])[CH2:41][O:42][C:43]([CH3:46])([CH3:45])[CH3:44])([CH3:37])([CH3:35])[CH3:36]. (3) Given the reactants [N:1]1([C:7]2[C:8]3[S:15][C:14]([C:16]4[CH2:17][C:18]([CH3:25])([CH3:24])[NH:19][C:20]([CH3:23])([CH3:22])[CH:21]=4)=[CH:13][C:9]=3[N:10]=[CH:11][N:12]=2)[CH2:6][CH2:5][NH:4][CH2:3][CH2:2]1.[N:26]([C@H:29]([C:31]1[CH:36]=[CH:35][CH:34]=[C:33]([O:37][CH3:38])[CH:32]=1)[CH3:30])=[C:27]=[O:28].C(N(CC)C(C)C)(C)C, predict the reaction product. The product is: [CH3:38][O:37][C:33]1[CH:32]=[C:31]([C@@H:29]([NH:26][C:27]([N:4]2[CH2:3][CH2:2][N:1]([C:7]3[C:8]4[S:15][C:14]([C:16]5[CH2:17][C:18]([CH3:25])([CH3:24])[NH:19][C:20]([CH3:23])([CH3:22])[CH:21]=5)=[CH:13][C:9]=4[N:10]=[CH:11][N:12]=3)[CH2:6][CH2:5]2)=[O:28])[CH3:30])[CH:36]=[CH:35][CH:34]=1. (4) The product is: [CH3:1][C:2]1([CH3:16])[CH2:11][CH2:10][C:9]2[C:4](=[C:5]([C:12]([O:14][CH3:15])=[O:13])[CH:6]=[CH:7][CH:8]=2)[NH:3]1. Given the reactants [CH3:1][C:2]1([CH3:16])[CH:11]=[CH:10][C:9]2[C:4](=[C:5]([C:12]([O:14][CH3:15])=[O:13])[CH:6]=[CH:7][CH:8]=2)[NH:3]1, predict the reaction product. (5) Given the reactants [CH3:1][C:2]([CH3:62])([CH3:61])[C@H:3]([N:45]1[CH2:49][CH2:48][N:47]([CH2:50][C:51]2[CH:56]=[CH:55][C:54]([N+:57]([O-])=O)=[CH:53][CH:52]=2)[C:46]1=[O:60])[C:4]([NH:6][C@@H:7]([CH2:38][C:39]1[CH:44]=[CH:43][CH:42]=[CH:41][CH:40]=1)[C@@H:8]([OH:37])[CH2:9][C@@H:10]([NH:24][C:25]([C@@H:27]([NH:32][C:33](=[O:36])[O:34][CH3:35])[C:28]([CH3:31])([CH3:30])[CH3:29])=[O:26])[CH2:11][C:12]1[CH:17]=[CH:16][C:15]([C:18]2[CH:23]=[CH:22][CH:21]=[CH:20][N:19]=2)=[CH:14][CH:13]=1)=[O:5], predict the reaction product. The product is: [NH2:57][C:54]1[CH:55]=[CH:56][C:51]([CH2:50][N:47]2[CH2:48][CH2:49][N:45]([C@@H:3]([C:2]([CH3:62])([CH3:61])[CH3:1])[C:4]([NH:6][C@@H:7]([CH2:38][C:39]3[CH:44]=[CH:43][CH:42]=[CH:41][CH:40]=3)[C@@H:8]([OH:37])[CH2:9][C@@H:10]([NH:24][C:25]([C@@H:27]([NH:32][C:33](=[O:36])[O:34][CH3:35])[C:28]([CH3:30])([CH3:29])[CH3:31])=[O:26])[CH2:11][C:12]3[CH:17]=[CH:16][C:15]([C:18]4[CH:23]=[CH:22][CH:21]=[CH:20][N:19]=4)=[CH:14][CH:13]=3)=[O:5])[C:46]2=[O:60])=[CH:52][CH:53]=1. (6) Given the reactants OC(C(F)(F)F)=O.[F:8][C:9]1[N:14]=[CH:13][C:12]([N:15]2[CH2:19][CH:18]([C:20]([OH:22])=O)[N:17]([CH3:23])[C:16]2=[O:24])=[CH:11][CH:10]=1.C(N1CCOCC1)C.O.ON1C2C=CC=CC=2N=N1.Cl.C(N=C=NCCCN(C)C)C.[Cl:56][C:57]1[CH:62]=[C:61]([Cl:63])[CH:60]=[CH:59][C:58]=1[CH2:64][NH2:65], predict the reaction product. The product is: [Cl:56][C:57]1[CH:62]=[C:61]([Cl:63])[CH:60]=[CH:59][C:58]=1[CH2:64][NH:65][C:20]([CH:18]1[CH2:19][N:15]([C:12]2[CH:13]=[N:14][C:9]([F:8])=[CH:10][CH:11]=2)[C:16](=[O:24])[N:17]1[CH3:23])=[O:22]. (7) Given the reactants [OH:1][C@@H:2]([C:4]1[N:15]([C@H:16]2[CH2:21][CH2:20][C@H:19]([CH2:22][C:23]([O:25]CC)=[O:24])[CH2:18][CH2:17]2)[C:7]2=[C:8]3[S:14][CH:13]=[CH:12][C:9]3=[N:10][CH:11]=[C:6]2[N:5]=1)[CH3:3].O.[OH-].[Li+].CO.Cl, predict the reaction product. The product is: [OH:1][C@@H:2]([C:4]1[N:15]([C@H:16]2[CH2:21][CH2:20][C@H:19]([CH2:22][C:23]([OH:25])=[O:24])[CH2:18][CH2:17]2)[C:7]2=[C:8]3[S:14][CH:13]=[CH:12][C:9]3=[N:10][CH:11]=[C:6]2[N:5]=1)[CH3:3]. (8) Given the reactants [Br:1][C:2]1[CH:10]=[CH:9][C:5]([C:6]([OH:8])=O)=[C:4]([CH3:11])[CH:3]=1.[CH2:12]([O:14][C:15](=[O:24])[CH2:16][C:17]1[CH:22]=[CH:21][CH:20]=[C:19]([NH2:23])[CH:18]=1)[CH3:13], predict the reaction product. The product is: [CH2:12]([O:14][C:15](=[O:24])[CH2:16][C:17]1[CH:22]=[CH:21][CH:20]=[C:19]([NH:23][C:6](=[O:8])[C:5]2[CH:9]=[CH:10][C:2]([Br:1])=[CH:3][C:4]=2[CH3:11])[CH:18]=1)[CH3:13].